Task: Predict the product of the given reaction.. Dataset: Forward reaction prediction with 1.9M reactions from USPTO patents (1976-2016) (1) The product is: [Br:1][C:2]1[CH:3]=[C:4]([C:13]2[N:17]([C:18]3[CH:19]=[N:20][C:21]([Cl:24])=[CH:22][CH:23]=3)[N:16]=[C:15]([C:25]([N:27]3[CH2:31][CH2:30][S:29](=[O:52])[CH2:28]3)=[O:26])[CH:14]=2)[CH:5]=[C:6]([O:8][C:9]([F:10])([F:11])[F:12])[CH:7]=1. Given the reactants [Br:1][C:2]1[CH:3]=[C:4]([C:13]2[N:17]([C:18]3[CH:19]=[N:20][C:21]([Cl:24])=[CH:22][CH:23]=3)[N:16]=[C:15]([C:25]([N:27]3[CH2:31][CH2:30][S:29][CH2:28]3)=[O:26])[CH:14]=2)[CH:5]=[C:6]([O:8][C:9]([F:12])([F:11])[F:10])[CH:7]=1.ClC1C=C(C2N(C3C=NC=CC=3)N=C(C(N3CCS(=O)C3)=[O:52])C=2)C=C(F)C=1.ClC1C=CC=C(C(OO)=O)C=1, predict the reaction product. (2) Given the reactants [CH3:1][C:2]1[O:6][C:5]([C:7]2[CH:12]=[CH:11][CH:10]=[CH:9][CH:8]=2)=[N:4][C:3]=1[CH2:13][CH2:14][O:15][C:16]1[N:21]=[CH:20][C:19]([CH2:22][C:23]2([C:28]#[N:29])[CH2:27][CH2:26][CH2:25][O:24]2)=[CH:18][CH:17]=1.[N-:30]=[N+:31]=[N-:32].[Na+], predict the reaction product. The product is: [CH3:1][C:2]1[O:6][C:5]([C:7]2[CH:8]=[CH:9][CH:10]=[CH:11][CH:12]=2)=[N:4][C:3]=1[CH2:13][CH2:14][O:15][C:16]1[CH:17]=[CH:18][C:19]([CH2:22][C:23]2([C:28]3[NH:32][N:31]=[N:30][N:29]=3)[CH2:27][CH2:26][CH2:25][O:24]2)=[CH:20][N:21]=1. (3) The product is: [F:11][C:12]([F:17])([F:16])[C:13]([OH:15])=[O:14].[Cl:1][C:2]1[C:3]([OH:10])=[C:4]([CH:7]=[CH:8][CH:9]=1)[C:5]#[N:30]. Given the reactants [Cl:1][C:2]1[C:3]([OH:10])=[C:4]([CH:7]=[CH:8][CH:9]=1)[CH:5]=O.[F:11][C:12]([F:17])([F:16])[C:13]([OH:15])=[O:14].C(OC1C(C)=CC=CC=1C[NH2:30])(C)C, predict the reaction product. (4) Given the reactants [NH:1]1[CH:5]=[CH:4][N:3]=[N:2]1.[C:6]([C:9]1[CH:10]=[CH:11][C:12](Br)=[N:13][CH:14]=1)(=[O:8])[CH3:7].C(=O)([O-])[O-].[K+].[K+].[Cl-].[NH4+], predict the reaction product. The product is: [C:6]([C:9]1[CH:10]=[CH:11][C:12]([N:2]2[N:3]=[CH:4][CH:5]=[N:1]2)=[N:13][CH:14]=1)(=[O:8])[CH3:7]. (5) Given the reactants [CH2:1]([O:3][C:4]1[CH:9]=[CH:8][CH:7]=[CH:6][C:5]=1[OH:10])[CH3:2].O[C@H:12]1[CH2:17][CH2:16][CH2:15][N:14]([C:18]([O:20][C:21]([CH3:24])([CH3:23])[CH3:22])=[O:19])[CH2:13]1.C1(P(C2C=CC=CC=2)C2C=CC=CC=2)C=CC=CC=1.CC(OC(/N=N/C(OC(C)C)=O)=O)C, predict the reaction product. The product is: [CH2:1]([O:3][C:4]1[CH:9]=[CH:8][CH:7]=[CH:6][C:5]=1[O:10][C@@H:16]1[CH2:17][CH2:12][CH2:13][N:14]([C:18]([O:20][C:21]([CH3:24])([CH3:23])[CH3:22])=[O:19])[CH2:15]1)[CH3:2]. (6) Given the reactants C(=O)([O-])[O-].[K+].[K+].Br[CH2:8][CH:9]=[C:10]([CH3:12])[CH3:11].[OH:13][C:14]1[CH:19]=[C:18]([O:20][CH3:21])[CH:17]=[CH:16][C:15]=1[C:22](=[O:24])[CH3:23], predict the reaction product. The product is: [CH3:21][O:20][C:18]1[CH:17]=[CH:16][C:15]([C:22](=[O:24])[CH3:23])=[C:14]([O:13][CH2:8][CH:9]=[C:10]([CH3:12])[CH3:11])[CH:19]=1. (7) Given the reactants [OH-].[K+].CO.[CH3:5][O:6][C@:7]1([C:19]2[S:20][C:21]([C:24]3[CH:29]=[C:28]([NH:30][C:31]4[N:36]=[C:35]([C:37]([F:40])([F:39])[F:38])[CH:34]=[CH:33][N:32]=4)[CH:27]=[C:26]([CH3:41])[CH:25]=3)=[CH:22][N:23]=2)[CH2:12][CH2:11][C@H:10]([C:13]([O:15]C)=[O:14])[C:9]([CH3:18])([CH3:17])[CH2:8]1, predict the reaction product. The product is: [CH3:5][O:6][C@:7]1([C:19]2[S:20][C:21]([C:24]3[CH:29]=[C:28]([NH:30][C:31]4[N:36]=[C:35]([C:37]([F:38])([F:39])[F:40])[CH:34]=[CH:33][N:32]=4)[CH:27]=[C:26]([CH3:41])[CH:25]=3)=[CH:22][N:23]=2)[CH2:12][CH2:11][C@H:10]([C:13]([OH:15])=[O:14])[C:9]([CH3:18])([CH3:17])[CH2:8]1.